Dataset: Forward reaction prediction with 1.9M reactions from USPTO patents (1976-2016). Task: Predict the product of the given reaction. (1) Given the reactants [Cl:1][C:2]1[N:3]=[CH:4][NH:5][C:6]=1[Cl:7].[OH-].[K+].[Br:10][CH2:11][C:12]1[CH:21]=[N:20][C:19]2[C:14](=[CH:15][CH:16]=[CH:17][CH:18]=2)[N:13]=1, predict the reaction product. The product is: [Br-:10].[N:13]1[C:14]2[C:19](=[CH:18][CH:17]=[CH:16][CH:15]=2)[N:20]=[CH:21][C:12]=1[CH2:11][N+:3]1[C:2]([Cl:1])=[C:6]([Cl:7])[N:5]([CH2:11][C:12]2[CH:21]=[N:20][C:19]3[C:14](=[CH:15][CH:16]=[CH:17][CH:18]=3)[N:13]=2)[CH:4]=1. (2) The product is: [CH3:22][N:20]([CH3:21])[C:13]1[S:14][C@H:15]2[O:16][C@H:17]([CH:18]=[O:19])[C@@H:9]([O:8][CH2:7][C:6]3[CH:5]=[CH:4][C:3]([O:2][CH3:1])=[CH:34][CH:33]=3)[C@H:10]([O:23][CH2:24][C:25]3[CH:26]=[CH:27][C:28]([O:31][CH3:32])=[CH:29][CH:30]=3)[C@H:11]2[N:12]=1. Given the reactants [CH3:1][O:2][C:3]1[CH:34]=[CH:33][C:6]([CH2:7][O:8][C@@H:9]2[C@@H:17]([CH2:18][OH:19])[O:16][C@H:15]3[C@H:11]([N:12]=[C:13]([N:20]([CH3:22])[CH3:21])[S:14]3)[C@H:10]2[O:23][CH2:24][C:25]2[CH:30]=[CH:29][C:28]([O:31][CH3:32])=[CH:27][CH:26]=2)=[CH:5][CH:4]=1.C1C(=O)N(Br)C(=O)C1, predict the reaction product.